Dataset: Experimentally validated miRNA-target interactions with 360,000+ pairs, plus equal number of negative samples. Task: Binary Classification. Given a miRNA mature sequence and a target amino acid sequence, predict their likelihood of interaction. The miRNA is hsa-miR-1205 with sequence UCUGCAGGGUUUGCUUUGAG. The protein sequence of the target gene is MAATAVAAAVAGTESAQGPPGPAASLELWLNKATDPSMSEQDWSAIQNFCEQVNTDPNGPTHAPWLLAHKIQSPQEKEALYALTVLEMCMNHCGEKFHSEVAKFRFLNELIKVLSPKYLGSWATGKVKGRVIEILFSWTVWFPEDIKIRDAYQMLKKQGIIKQDPKLPVDKILPPPSPWPKSSIFDADEEKSKLLTRLLKSNHPEDLQAANRLIKNLVKEEQEKSEKVSKRVSAVEEVRSHVKVLQEMLSMYRRPGQAPPDQEALQVVYERCEKLRPTLFRLASDTTDDDDALAEILQAN.... Result: 1 (interaction).